Dataset: Reaction yield outcomes from USPTO patents with 853,638 reactions. Task: Predict the reaction yield, written as a fraction of the theoretical maximum amount of product (1.0 means a 100% yield; for example, 0.34 means a 34% yield). (1) The reactants are [CH3:1][N:2]([CH3:7])[CH2:3][C:4](O)=[O:5].C(N(CC)CC)C.CN(C(ON1N=NC2C=CC=NC1=2)=[N+](C)C)C.F[P-](F)(F)(F)(F)F.Cl.[NH2:40][CH2:41][CH2:42][O:43][C:44]1[CH:49]=[CH:48][C:47]([NH:50][C:51](=[O:60])[C:52]2[CH:57]=[CH:56][CH:55]=[C:54]([O:58][CH3:59])[CH:53]=2)=[CH:46][C:45]=1[C:61]1[N:65]([CH3:66])[N:64]=[CH:63][CH:62]=1.CCOCC. The catalyst is ClCCl.Cl. The product is [CH3:1][N:2]([CH3:7])[CH2:3][C:4]([NH:40][CH2:41][CH2:42][O:43][C:44]1[CH:49]=[CH:48][C:47]([NH:50][C:51](=[O:60])[C:52]2[CH:57]=[CH:56][CH:55]=[C:54]([O:58][CH3:59])[CH:53]=2)=[CH:46][C:45]=1[C:61]1[N:65]([CH3:66])[N:64]=[CH:63][CH:62]=1)=[O:5]. The yield is 0.430. (2) The reactants are C(O[C:6](=[O:28])[NH:7][C@@H:8]([CH2:21][C:22]1[CH:27]=[CH:26][CH:25]=[CH:24][CH:23]=1)[CH:9]([C:11](=[O:20])[NH:12][CH2:13][C:14]1[CH:19]=[CH:18][CH:17]=[CH:16][CH:15]=1)[OH:10])(C)(C)C.C(O)(C(F)(F)F)=O.[C:36]([O:40][C:41]([NH:43][C@@H:44]([CH2:48][C:49]1[CH:54]=[CH:53][N:52]=[CH:51][CH:50]=1)C(O)=O)=[O:42])([CH3:39])([CH3:38])[CH3:37].CN(C(ON1N=NC2C=CC=NC1=2)=[N+](C)C)C.F[P-](F)(F)(F)(F)F.C(N(CC)C(C)C)(C)C. The catalyst is ClCCl. The product is [C:36]([O:40][C:41](=[O:42])[NH:43][C@H:44]([C:6](=[O:28])[NH:7][C@@H:8]([CH2:21][C:22]1[CH:23]=[CH:24][CH:25]=[CH:26][CH:27]=1)[CH:9]([C:11](=[O:20])[NH:12][CH2:13][C:14]1[CH:15]=[CH:16][CH:17]=[CH:18][CH:19]=1)[OH:10])[CH2:48][C:49]1[CH:50]=[CH:51][N:52]=[CH:53][CH:54]=1)([CH3:39])([CH3:37])[CH3:38]. The yield is 0.950. (3) The reactants are [CH2:1]([O:3][C:4]1[CH:5]=[C:6]([C:20]2[CH:25]=[CH:24][C:23]([CH2:26][C:27]([NH:29][C:30]3[CH:35]=[C:34]([C:36]([F:39])([F:38])[F:37])[CH:33]=[C:32]([O:40][CH2:41][CH2:42][N:43]4[CH2:48][CH2:47][O:46][CH2:45][CH2:44]4)[CH:31]=3)=[O:28])=[C:22]([F:49])[CH:21]=2)[CH:7]=[N:8][C:9]=1[O:10]CC1C=CC(OC)=CC=1)[CH3:2]. The catalyst is C(O)(C(F)(F)F)=O. The product is [CH2:1]([O:3][C:4]1[C:9](=[O:10])[NH:8][CH:7]=[C:6]([C:20]2[CH:25]=[CH:24][C:23]([CH2:26][C:27]([NH:29][C:30]3[CH:35]=[C:34]([C:36]([F:38])([F:39])[F:37])[CH:33]=[C:32]([O:40][CH2:41][CH2:42][N:43]4[CH2:44][CH2:45][O:46][CH2:47][CH2:48]4)[CH:31]=3)=[O:28])=[C:22]([F:49])[CH:21]=2)[CH:5]=1)[CH3:2]. The yield is 0.517.